The task is: Regression/Classification. Given a drug SMILES string, predict its absorption, distribution, metabolism, or excretion properties. Task type varies by dataset: regression for continuous measurements (e.g., permeability, clearance, half-life) or binary classification for categorical outcomes (e.g., BBB penetration, CYP inhibition). Dataset: rlm.. This data is from Rat liver microsome stability data. (1) The compound is COc1ccc(S(=O)(=O)Nc2nc(-c3cccc([N+](=O)[O-])c3)c(CN3CCCCC3)s2)cc1OC. The result is 0 (unstable in rat liver microsomes). (2) The molecule is CN(C)c1cccc(-c2ncnc(N3CCC(C(N)=O)CC3)n2)c1. The result is 1 (stable in rat liver microsomes). (3) The result is 0 (unstable in rat liver microsomes). The molecule is O=C(Nc1ncc(Cc2ccc(C(F)(F)F)cc2)s1)c1ccco1. (4) The drug is CNC[C@@H](C)CN1c2ccccc2N(c2ccccc2F)S1(=O)=O. The result is 1 (stable in rat liver microsomes). (5) The drug is COc1cccc(O)c1CNc1ccc(S(=O)(=O)Nc2nccs2)cc1. The result is 1 (stable in rat liver microsomes). (6) The molecule is CC(S)=NC[C@@H]1OC(=O)N2c3ccc(-c4ccc(N5CCOC5=O)nc4)cc3SC[C@@H]12. The result is 1 (stable in rat liver microsomes).